From a dataset of Reaction yield outcomes from USPTO patents with 853,638 reactions. Predict the reaction yield, written as a fraction of the theoretical maximum amount of product (1.0 means a 100% yield; for example, 0.34 means a 34% yield). The reactants are [Li]CCCC.CCCCCC.[CH3:12][C:13]1[CH2:14][C:15]2[C:20]([CH:21]=1)=[C:19]([C:22]1[CH:27]=[CH:26][CH:25]=[CH:24][CH:23]=1)[CH:18]=[CH:17][CH:16]=2.[Cl:28][Si:29](Cl)([CH3:31])[CH3:30]. The catalyst is CCOCC. The product is [Cl:28][Si:29]([CH:14]1[C:15]2[C:20](=[C:19]([C:22]3[CH:27]=[CH:26][CH:25]=[CH:24][CH:23]=3)[CH:18]=[CH:17][CH:16]=2)[CH:21]=[C:13]1[CH3:12])([CH3:31])[CH3:30]. The yield is 0.928.